Dataset: Full USPTO retrosynthesis dataset with 1.9M reactions from patents (1976-2016). Task: Predict the reactants needed to synthesize the given product. (1) The reactants are: [F:1][C:2]1[CH:3]=[C:4]2[C:8](=[CH:9][CH:10]=1)[NH:7][C:6](=[O:11])[CH2:5]2.C[Si]([N-][Si](C)(C)C)(C)C.[Li+].O=[C:23]1[C:31]2[C:26](=[N:27][C:28]([C:32]([OH:34])=[O:33])=[CH:29][CH:30]=2)[CH2:25][O:24]1.Cl. Given the product [F:1][C:2]1[CH:3]=[C:4]2[C:8](=[CH:9][CH:10]=1)[NH:7][C:6](=[O:11])[C:5]2=[C:23]1[C:31]2[C:26](=[N:27][C:28]([C:32]([OH:34])=[O:33])=[CH:29][CH:30]=2)[CH2:25][O:24]1, predict the reactants needed to synthesize it. (2) Given the product [Cl:1][C:2]1[N:3]=[C:4]2[N:11]([CH2:31][CH2:32][O:33][CH:34]([CH3:36])[CH3:35])[C:10]([CH3:13])([CH3:12])[CH2:9][N:5]2[C:6](=[O:8])[CH:7]=1, predict the reactants needed to synthesize it. The reactants are: [Cl:1][C:2]1[N:3]=[C:4]2[NH:11][C:10]([CH3:13])([CH3:12])[CH2:9][N:5]2[C:6](=[O:8])[CH:7]=1.C(=O)([O-])[O-].[Cs+].[Cs+].CC1C=CC(S(O[CH2:31][CH2:32][O:33][CH:34]([CH3:36])[CH3:35])(=O)=O)=CC=1.O. (3) Given the product [CH3:1][O:2][C:3](=[O:17])[C:4]1[CH:9]=[C:8]([S:10]([CH:13]([CH3:15])[CH3:14])(=[O:12])=[O:11])[N:7]=[C:6]([NH:74][C@H:70]([CH2:72][CH3:73])[CH3:71])[CH:5]=1, predict the reactants needed to synthesize it. The reactants are: [CH3:1][O:2][C:3](=[O:17])[C:4]1[CH:9]=[C:8]([S:10]([CH:13]([CH3:15])[CH3:14])(=[O:12])=[O:11])[N:7]=[C:6](Cl)[CH:5]=1.C1(P(C2C=CC=CC=2)C2C=CC3C(=CC=CC=3)C=2C2C3C(=CC=CC=3)C=CC=2P(C2C=CC=CC=2)C2C=CC=CC=2)C=CC=CC=1.C(=O)([O-])[O-].[Cs+].[Cs+].[C@@H:70]([NH2:74])([CH2:72][CH3:73])[CH3:71]. (4) Given the product [NH2:65][C:60]1[CH:61]=[CH:62][CH:63]=[CH:64][C:59]=1[NH:66][C:12](=[O:14])[CH:11]([NH:10][C:8](=[O:9])[O:7][C:3]([CH3:6])([CH3:5])[CH3:4])[C:15]([C:18]1[CH:23]=[CH:22][C:21]([O:24][CH3:25])=[CH:20][CH:19]=1)([CH3:16])[CH3:17], predict the reactants needed to synthesize it. The reactants are: N#N.[C:3]([O:7][C:8]([NH:10][CH:11]([C:15]([C:18]1[CH:23]=[CH:22][C:21]([O:24][CH3:25])=[CH:20][CH:19]=1)([CH3:17])[CH3:16])[C:12]([OH:14])=O)=[O:9])([CH3:6])([CH3:5])[CH3:4].CCN(C(C)C)C(C)C.CN(C(ON1N=NC2C=CC=NC1=2)=[N+](C)C)C.F[P-](F)(F)(F)(F)F.[C:59]1([NH2:66])[CH:64]=[CH:63][CH:62]=[CH:61][C:60]=1[NH2:65]. (5) Given the product [F:35][C:31]1[CH:30]=[C:29]([S:26]([C:22]2[CH:21]=[C:20]3[C:25]([CH:16]([CH2:15][CH2:14][N:11]4[CH2:12][CH2:13][CH:9]([NH:7][CH3:6])[CH2:10]4)[CH2:17][CH2:18][O:19]3)=[CH:24][CH:23]=2)(=[O:28])=[O:27])[CH:34]=[CH:33][CH:32]=1, predict the reactants needed to synthesize it. The reactants are: C(O[C:6](=O)[N:7]([CH:9]1[CH2:13][CH2:12][N:11]([CH2:14][CH2:15][CH:16]2[C:25]3[C:20](=[CH:21][C:22]([S:26]([C:29]4[CH:34]=[CH:33][CH:32]=[C:31]([F:35])[CH:30]=4)(=[O:28])=[O:27])=[CH:23][CH:24]=3)[O:19][CH2:18][CH2:17]2)[CH2:10]1)C)(C)(C)C. (6) Given the product [CH3:8][CH:9]1[CH2:13][CH2:14][C:15](=[O:17])[NH:18][C:10]1=[O:11], predict the reactants needed to synthesize it. The reactants are: C(OC(=O)C)(=O)C.[CH3:8][CH:9]([CH2:13][CH2:14][C:15]([OH:17])=O)[C:10](O)=[O:11].[NH4+:18].[OH-]. (7) Given the product [ClH:43].[O:1]1[C:6]2[CH:7]=[CH:8][C:9]([CH2:11][NH:12][CH:20]3[CH2:25][CH2:24][N:23]([CH2:26][CH2:27][N:28]4[C:37]5[C:32](=[CH:33][CH:34]=[C:35]([N:38]([CH3:39])[CH3:40])[CH:36]=5)[C:31]([CH3:41])=[CH:30][C:29]4=[O:42])[CH2:22][CH2:21]3)=[CH:10][C:5]=2[O:4][CH2:3][CH2:2]1, predict the reactants needed to synthesize it. The reactants are: [O:1]1[C:6]2[CH:7]=[CH:8][C:9]([CH2:11][N:12]([CH:20]3[CH2:25][CH2:24][N:23]([CH2:26][CH2:27][N:28]4[C:37]5[C:32](=[CH:33][CH:34]=[C:35]([N:38]([CH3:40])[CH3:39])[CH:36]=5)[C:31]([CH3:41])=[CH:30][C:29]4=[O:42])[CH2:22][CH2:21]3)C(=O)OC(C)(C)C)=[CH:10][C:5]=2[O:4][CH2:3][CH2:2]1.[ClH:43].O1CCOCC1.